This data is from Retrosynthesis with 50K atom-mapped reactions and 10 reaction types from USPTO. The task is: Predict the reactants needed to synthesize the given product. (1) Given the product COc1cccc(CCc2ccccc2OCCC2CCNCC2)c1, predict the reactants needed to synthesize it. The reactants are: COc1cccc(CCc2ccccc2OCCC2CCN(C(=O)OC(C)(C)C)CC2)c1. (2) Given the product CC(C)(C)OC(=O)N1CCN(c2ccc(N)cc2Cl)CC1, predict the reactants needed to synthesize it. The reactants are: CC(C)(C)OC(=O)N1CCN(c2ccc([N+](=O)[O-])cc2Cl)CC1. (3) Given the product CC(C)(C)CNc1cc(Cl)nc(NC(C)(C)C)n1, predict the reactants needed to synthesize it. The reactants are: CC(C)(C)CN.CC(C)(C)Nc1nc(Cl)cc(Cl)n1. (4) Given the product CNC(=O)c1sc(CCc2c(-c3ccc(F)cn3)noc2C)nc1C, predict the reactants needed to synthesize it. The reactants are: CN.Cc1nc(CCc2c(-c3ccc(F)cn3)noc2C)sc1C(=O)O. (5) Given the product CCN(C1CCNCC1)S(=O)(=O)c1ccc(OC)cc1, predict the reactants needed to synthesize it. The reactants are: CCN(C1CCN(C(=O)OC(C)(C)C)CC1)S(=O)(=O)c1ccc(OC)cc1. (6) Given the product CC(C)N(CCO)C(=O)c1nc(CC2(c3ccc(Cl)c(Cl)c3)CCCC2)nc(O)c1OCc1ccccc1, predict the reactants needed to synthesize it. The reactants are: CC(C)N(CCO[Si](C)(C)C(C)(C)C)C(=O)c1nc(CC2(c3ccc(Cl)c(Cl)c3)CCCC2)nc(O)c1OCc1ccccc1. (7) Given the product C=CCCCCN1CCCc2nc(-c3ccc(C)cc3)c(-c3ccc(C)cc3)nc21, predict the reactants needed to synthesize it. The reactants are: C=CCCCC=O.Cc1ccc(-c2nc3c(nc2-c2ccc(C)cc2)NCCC3)cc1.